From a dataset of Forward reaction prediction with 1.9M reactions from USPTO patents (1976-2016). Predict the product of the given reaction. (1) Given the reactants [CH:1]1([CH:6]=[C:7]([C:18]2[NH:32][C:21]3=[N:22][CH:23]=[C:24]([O:26][CH2:27][CH2:28][N:29]([CH3:31])[CH3:30])[CH:25]=[C:20]3[CH:19]=2)[C:8]2[CH:13]=[CH:12][C:11]([S:14]([CH3:17])(=[O:16])=[O:15])=[CH:10][CH:9]=2)[CH2:5][CH2:4][CH2:3][CH2:2]1, predict the reaction product. The product is: [CH:1]1([CH2:6][CH:7]([C:18]2[NH:32][C:21]3=[N:22][CH:23]=[C:24]([O:26][CH2:27][CH2:28][N:29]([CH3:30])[CH3:31])[CH:25]=[C:20]3[CH:19]=2)[C:8]2[CH:13]=[CH:12][C:11]([S:14]([CH3:17])(=[O:16])=[O:15])=[CH:10][CH:9]=2)[CH2:5][CH2:4][CH2:3][CH2:2]1. (2) Given the reactants [CH2:1]([O:3][C:4]1[CH:5]=[C:6]([C:10]([O:18]C)(OC)[CH2:11][CH2:12][C:13]([O-:15])=O)[CH:7]=[CH:8][CH:9]=1)[CH3:2].[K+].ClC1C=C(Cl)C=C(Cl)C=1C(Cl)=O.[C:33]1([C:39]2[CH:44]=[C:43]([C:45]3[CH:50]=[CH:49][CH:48]=[CH:47][CH:46]=3)[N:42]=[C:41]([NH2:51])[CH:40]=2)[CH:38]=[CH:37][CH:36]=[CH:35][CH:34]=1.Cl, predict the reaction product. The product is: [C:33]1([C:39]2[CH:44]=[C:43]([C:45]3[CH:50]=[CH:49][CH:48]=[CH:47][CH:46]=3)[N:42]=[C:41]([NH:51][C:13](=[O:15])[CH2:12][CH2:11][C:10]([C:6]3[CH:7]=[CH:8][CH:9]=[C:4]([O:3][CH2:1][CH3:2])[CH:5]=3)=[O:18])[CH:40]=2)[CH:38]=[CH:37][CH:36]=[CH:35][CH:34]=1. (3) Given the reactants [OH:1][C:2]1[CH:3]=[C:4]2[C:8](=[CH:9][CH:10]=1)[N:7](CC(F)(F)F)[C:6]([C:16]([N:18]1[CH2:23][CH2:22][O:21][CH2:20][CH2:19]1)=[O:17])=[CH:5]2.[Cl:24][CH2:25][CH2:26][CH2:27]OC1C=C2C(=CC=1)NC(C(O)=O)=C2.N1CCOCC1, predict the reaction product. The product is: [Cl:24][CH2:25][CH2:26][CH2:27][O:1][C:2]1[CH:3]=[C:4]2[C:8](=[CH:9][CH:10]=1)[NH:7][C:6]([C:16]([N:18]1[CH2:19][CH2:20][O:21][CH2:22][CH2:23]1)=[O:17])=[CH:5]2. (4) Given the reactants [CH:1]1([C:4]2[C:5]([O:18][C@H:19]3[C@H:24]4C[C@H](C[N:23]4[C@H:26]([C:28]4[CH:33]=CC=C[CH:29]=4)C)[CH2:20]3)=[CH:6][C:7]([F:17])=[C:8]([CH:16]=2)[C:9]([O:11][C:12]([CH3:15])([CH3:14])[CH3:13])=[O:10])[CH2:3][CH2:2]1.C(N1CC(C)(C)C[C@@H](OC2C(C3CC3)=CC(C(OC(C)(C)C)=O)=C(F)C=2)C1)C1C=CC=CC=1, predict the reaction product. The product is: [CH:1]1([C:4]2[C:5]([O:18][C@@H:19]3[CH2:20][C:28]([CH3:33])([CH3:29])[CH2:26][NH:23][CH2:24]3)=[CH:6][C:7]([F:17])=[C:8]([CH:16]=2)[C:9]([O:11][C:12]([CH3:13])([CH3:15])[CH3:14])=[O:10])[CH2:2][CH2:3]1. (5) Given the reactants CC(C)[C@@H:3]([N:7]1[CH2:15][C:14]2[C:9](=[CH:10][CH:11]=[C:12]([C:16]3[CH:21]=[CH:20][C:19]([NH:22][C:23]([NH:25][C:26]4[CH:31]=[CH:30][CH:29]=[C:28]([C:32]([F:35])([F:34])[F:33])[CH:27]=4)=[O:24])=[CH:18][CH:17]=3)[CH:13]=2)[C:8]1=[O:36])[C:4]([OH:6])=[O:5].O=C1C2C(=CC(C3C=CC(NC(NC4C=CC=C(C(F)(F)F)C=4)=O)=CC=3)=CC=2)CN1CC(OC)=O, predict the reaction product. The product is: [O:36]=[C:8]1[C:9]2[C:14](=[CH:13][C:12]([C:16]3[CH:17]=[CH:18][C:19]([NH:22][C:23]([NH:25][C:26]4[CH:31]=[CH:30][CH:29]=[C:28]([C:32]([F:34])([F:33])[F:35])[CH:27]=4)=[O:24])=[CH:20][CH:21]=3)=[CH:11][CH:10]=2)[CH2:15][N:7]1[CH2:3][C:4]([OH:6])=[O:5].